From a dataset of Full USPTO retrosynthesis dataset with 1.9M reactions from patents (1976-2016). Predict the reactants needed to synthesize the given product. Given the product [CH3:1][O:2][CH2:3][O:4][C:5]1[CH:6]=[C:7]([CH:10]=[CH:11][C:12]=1[O:13][CH2:14][O:15][CH3:16])[CH:8]=[C:21]1[S:17][C:18](=[O:23])[NH:19][C:20]1=[O:22], predict the reactants needed to synthesize it. The reactants are: [CH3:1][O:2][CH2:3][O:4][C:5]1[CH:6]=[C:7]([CH:10]=[CH:11][C:12]=1[O:13][CH2:14][O:15][CH3:16])[CH:8]=O.[S:17]1[CH2:21][C:20](=[O:22])[NH:19][C:18]1=[O:23].C(O)(=O)C1C=CC=CC=1.N1CCCCC1.